Task: Predict the reaction yield, written as a fraction of the theoretical maximum amount of product (1.0 means a 100% yield; for example, 0.34 means a 34% yield).. Dataset: Reaction yield outcomes from USPTO patents with 853,638 reactions (1) The reactants are [O:1]1[CH2:5][CH2:4][CH2:3][CH2:2]1.[CH3:6][NH:7][CH3:8].[Cl:9][C:10]1C=CC(CCl)=[CH:12][N:11]=1. The catalyst is C(Cl)Cl. The product is [Cl:9][C:10]1[CH:2]=[CH:3][C:4]([C:5]([N:7]([CH3:8])[CH3:6])=[O:1])=[CH:12][N:11]=1. The yield is 0.970. (2) The reactants are BrC1C=CC(N=C=S)=CC=1.NC1C=C(C)C=CC=1O.[Br:20][C:21]1[CH:26]=[CH:25][C:24]([NH:27][C:28]([NH:30][C:31]2[CH:36]=[C:35]([CH3:37])[CH:34]=[CH:33][C:32]=2[OH:38])=S)=[CH:23][CH:22]=1.Cl.CN(C)CCCN=C=NCC. The catalyst is C(O)C.CCOCC. The product is [Br:20][C:21]1[CH:26]=[CH:25][C:24]([NH:27][C:28]2[O:38][C:32]3[CH:33]=[CH:34][C:35]([CH3:37])=[CH:36][C:31]=3[N:30]=2)=[CH:23][CH:22]=1. The yield is 0.600. (3) The reactants are [F:1][C:2]1[CH:3]=[C:4]([C:12]2[CH:17]=[CH:16][C:15]([O:18][CH2:19][CH:20]3[CH2:25][CH2:24][N:23]([CH2:26][C:27]([F:30])([CH3:29])[CH3:28])[CH2:22][CH2:21]3)=[C:14]([F:31])[CH:13]=2)[CH:5]=[CH:6][C:7]=1[C:8]([O:10]C)=[O:9].O.O[Li].O.Cl. The catalyst is C1COCC1.CO. The product is [F:1][C:2]1[CH:3]=[C:4]([C:12]2[CH:17]=[CH:16][C:15]([O:18][CH2:19][CH:20]3[CH2:25][CH2:24][N:23]([CH2:26][C:27]([F:30])([CH3:28])[CH3:29])[CH2:22][CH2:21]3)=[C:14]([F:31])[CH:13]=2)[CH:5]=[CH:6][C:7]=1[C:8]([OH:10])=[O:9]. The yield is 0.770. (4) The catalyst is CN(C=O)C. The reactants are [H-].[Na+].[NH:3]1[CH2:7][CH2:6][CH2:5][C:4]1=[O:8].[Br:9][C:10]1[CH:11]=[N:12][CH:13]=[C:14]([CH2:16]Cl)[CH:15]=1. The product is [Br:9][C:10]1[CH:15]=[C:14]([CH2:16][N:3]2[CH2:7][CH2:6][CH2:5][C:4]2=[O:8])[CH:13]=[N:12][CH:11]=1. The yield is 0.870.